From a dataset of Reaction yield outcomes from USPTO patents with 853,638 reactions. Predict the reaction yield, written as a fraction of the theoretical maximum amount of product (1.0 means a 100% yield; for example, 0.34 means a 34% yield). (1) The reactants are [N:1]([CH:4]1[CH:9]=[C:8]([C:10]2[CH:15]=[CH:14][N:13]=[CH:12][C:11]=2[N+:16]([O-:18])=[O:17])[CH2:7][CH2:6][CH:5]1[OH:19])=[N+:2]=[N-:3].[CH3:20][C:21]([Si:24](Cl)([CH3:26])[CH3:25])([CH3:23])[CH3:22].N1C=CN=C1.O. The catalyst is C(Cl)Cl.CN(C1C=CN=CC=1)C. The product is [N:1]([CH:4]1[CH:5]([O:19][Si:24]([C:21]([CH3:23])([CH3:22])[CH3:20])([CH3:26])[CH3:25])[CH2:6][CH2:7][C:8]([C:10]2[CH:15]=[CH:14][N:13]=[CH:12][C:11]=2[N+:16]([O-:18])=[O:17])=[CH:9]1)=[N+:2]=[N-:3]. The yield is 0.600. (2) The reactants are [Cl:1][C:2]1[CH:3]=[C:4]([C:8]2[N:9]([CH2:20][C:21]([NH:23][CH:24]([CH3:26])[CH3:25])=[O:22])[C:10](=[O:19])[C:11]3[C:16]([CH:17]=2)=[CH:15][CH:14]=[C:13]([OH:18])[CH:12]=3)[CH:5]=[CH:6][CH:7]=1.[F:27][C:28]([F:41])([F:40])[S:29](O[S:29]([C:28]([F:41])([F:40])[F:27])(=[O:31])=[O:30])(=[O:31])=[O:30]. The catalyst is N1C=CC=CC=1. The product is [Cl:1][C:2]1[CH:3]=[C:4]([C:8]2[N:9]([CH2:20][C:21](=[O:22])[NH:23][CH:24]([CH3:26])[CH3:25])[C:10](=[O:19])[C:11]3[C:16]([CH:17]=2)=[CH:15][CH:14]=[C:13]([O:18][S:29]([C:28]([F:41])([F:40])[F:27])(=[O:31])=[O:30])[CH:12]=3)[CH:5]=[CH:6][CH:7]=1. The yield is 0.820. (3) The reactants are [F:1][C:2]1([F:18])[CH2:6][N:5]([C:7]([O:9][C:10]([CH3:13])([CH3:12])[CH3:11])=[O:8])[C@H:4]([CH2:14][CH2:15][CH:16]=O)[CH2:3]1.C1(P(=[CH:38][C:39]([O:41][CH2:42][CH3:43])=[O:40])(C2C=CC=CC=2)C2C=CC=CC=2)C=CC=CC=1. The catalyst is C(Cl)Cl. The product is [CH2:42]([O:41][C:39](=[O:40])[CH:38]=[CH:16][CH2:15][CH2:14][C@@H:4]1[CH2:3][C:2]([F:18])([F:1])[CH2:6][N:5]1[C:7]([O:9][C:10]([CH3:13])([CH3:12])[CH3:11])=[O:8])[CH3:43]. The yield is 0.700. (4) The reactants are [I:1][C:2]1[CH:3]=[C:4]([CH:8]=[CH:9][C:10]=1[O:11][CH3:12])[C:5](O)=[O:6].O=S(Cl)[Cl:15]. No catalyst specified. The product is [I:1][C:2]1[CH:3]=[C:4]([CH:8]=[CH:9][C:10]=1[O:11][CH3:12])[C:5]([Cl:15])=[O:6]. The yield is 0.320. (5) The reactants are [Cl:1][C:2]1[CH:3]=[C:4]([NH:10][C@H:11]([C@H:26]([OH:28])[CH3:27])[C:12]([NH:14][NH:15][C:16](=[O:25])[C:17]2[CH:22]=[CH:21][C:20]([C:23]#[N:24])=[CH:19][CH:18]=2)=[O:13])[CH:5]=[CH:6][C:7]=1[C:8]#[N:9].N1C=CN=C1.[CH3:34][C:35]([Si:38](Cl)([CH3:40])[CH3:39])([CH3:37])[CH3:36]. The catalyst is CN(C=O)C. The product is [Si:38]([O:28][C@H:26]([CH3:27])[C@@H:11]([NH:10][C:4]1[CH:5]=[CH:6][C:7]([C:8]#[N:9])=[C:2]([Cl:1])[CH:3]=1)[C:12]([NH:14][NH:15][C:16](=[O:25])[C:17]1[CH:22]=[CH:21][C:20]([C:23]#[N:24])=[CH:19][CH:18]=1)=[O:13])([C:35]([CH3:37])([CH3:36])[CH3:34])([CH3:40])[CH3:39]. The yield is 0.980. (6) The reactants are [CH2:1]([O:3][CH2:4][C:5]1[N:6]([CH2:18][CH2:19][CH2:20][C:21]2([OH:27])[CH2:26][CH2:25][CH2:24][CH2:23][CH2:22]2)[C:7]2[C:16]3[CH:15]=[CH:14][CH:13]=[CH:12][C:11]=3[N:10]=[CH:9][C:8]=2[N:17]=1)[CH3:2].C1C=C(Cl)C=C(C(OO)=O)C=1.[OH-].[NH4+:40].C1(C)C=CC(S(Cl)(=O)=O)=CC=1. The catalyst is C(Cl)(Cl)Cl. The product is [NH2:40][C:9]1[C:8]2[N:17]=[C:5]([CH2:4][O:3][CH2:1][CH3:2])[N:6]([CH2:18][CH2:19][CH2:20][C:21]3([OH:27])[CH2:22][CH2:23][CH2:24][CH2:25][CH2:26]3)[C:7]=2[C:16]2[CH:15]=[CH:14][CH:13]=[CH:12][C:11]=2[N:10]=1. The yield is 0.530. (7) The reactants are [N:1]1([C@@H:7]2[CH2:10][C@H:9]([OH:11])[CH2:8]2)[CH2:6][CH2:5][CH2:4][CH2:3][CH2:2]1.[Br:12][C:13]1[CH:18]=[CH:17][C:16]([S:19](Cl)(=[O:21])=[O:20])=[CH:15][CH:14]=1.CN1C=CN=C1. The catalyst is C(OCC)(=O)C. The product is [Br:12][C:13]1[CH:18]=[CH:17][C:16]([S:19]([O:11][C@H:9]2[CH2:8][C@@H:7]([N:1]3[CH2:6][CH2:5][CH2:4][CH2:3][CH2:2]3)[CH2:10]2)(=[O:21])=[O:20])=[CH:15][CH:14]=1. The yield is 0.720. (8) The reactants are [NH:1]1[C:5]2=[N:6][CH:7]=[CH:8][CH:9]=[C:4]2[C:3]([C:10]([O:12][CH3:13])=[O:11])=[N:2]1.[Br:14][C:15]1[CH:16]=[C:17](B2OC(C)(C)C(C)(C)O2)[CH:18]=[C:19]([S:21]([CH3:24])(=[O:23])=[O:22])[CH:20]=1. No catalyst specified. The product is [Br:14][C:15]1[CH:16]=[C:17]([N:1]2[C:5]3=[N:6][CH:7]=[CH:8][CH:9]=[C:4]3[C:3]([C:10]([O:12][CH3:13])=[O:11])=[N:2]2)[CH:18]=[C:19]([S:21]([CH3:24])(=[O:23])=[O:22])[CH:20]=1. The yield is 0.700. (9) The reactants are [OH:1][CH:2]([C:13]1[CH:18]=[CH:17][CH:16]=[C:15]([O:19][CH3:20])[CH:14]=1)[CH2:3][O:4][C:5]1[CH:12]=[CH:11][C:8]([CH:9]=O)=[CH:7][CH:6]=1.[S:21]1[CH2:25][C:24](=[O:26])[NH:23][C:22]1=[O:27].N1CCCCC1. The catalyst is CCO. The product is [OH:1][CH:2]([C:13]1[CH:18]=[CH:17][CH:16]=[C:15]([O:19][CH3:20])[CH:14]=1)[CH2:3][O:4][C:5]1[CH:12]=[CH:11][C:8]([CH:9]=[C:25]2[S:21][C:22](=[O:27])[NH:23][C:24]2=[O:26])=[CH:7][CH:6]=1. The yield is 0.580. (10) The reactants are N1([C:6](N2C=CN=C2)=[O:7])C=CN=C1.[CH:13]1([CH2:17][OH:18])[CH2:16][CH2:15][CH2:14]1.Cl.[F:20][C:21]1[CH:26]=[C:25]([S:27]([CH3:30])(=[O:29])=[O:28])[CH:24]=[CH:23][C:22]=1[N:31]1[C:35]2=[N:36][CH:37]=[N:38][C:39]([S:40][CH:41]3[CH2:46][CH2:45][NH:44][CH2:43][CH2:42]3)=[C:34]2[CH:33]=[N:32]1.C(N(CC)CC)C. The catalyst is CS(C)=O. The product is [CH:13]1([CH2:17][O:18][C:6]([N:44]2[CH2:43][CH2:42][CH:41]([S:40][C:39]3[N:38]=[CH:37][N:36]=[C:35]4[N:31]([C:22]5[CH:23]=[CH:24][C:25]([S:27]([CH3:30])(=[O:29])=[O:28])=[CH:26][C:21]=5[F:20])[N:32]=[CH:33][C:34]=34)[CH2:46][CH2:45]2)=[O:7])[CH2:16][CH2:15][CH2:14]1. The yield is 0.310.